This data is from Full USPTO retrosynthesis dataset with 1.9M reactions from patents (1976-2016). The task is: Predict the reactants needed to synthesize the given product. (1) The reactants are: Cl[S:2]([C:5]1[CH:6]=[C:7]([CH:17]=[CH:18][CH:19]=1)[C:8]([O:10][CH2:11][CH2:12][Si:13]([CH3:16])([CH3:15])[CH3:14])=[O:9])(=[O:4])=[O:3].ClCCl.[NH2:23][C:24]1[CH:33]=[CH:32][C:27]([C:28]([O:30][CH3:31])=[O:29])=[CH:26][N:25]=1. Given the product [CH3:14][Si:13]([CH3:16])([CH3:15])[CH2:12][CH2:11][O:10][C:8]([C:7]1[CH:6]=[C:5]([S:2]([NH:23][C:24]2[CH:33]=[CH:32][C:27]([C:28]([O:30][CH3:31])=[O:29])=[CH:26][N:25]=2)(=[O:4])=[O:3])[CH:19]=[CH:18][CH:17]=1)=[O:9], predict the reactants needed to synthesize it. (2) Given the product [CH3:3][C:2]([CH3:5])([CH3:4])[C:1](=[O:6])[C:14]#[C:13][CH2:12][O:11][C:8](=[O:10])[CH3:9], predict the reactants needed to synthesize it. The reactants are: [C:1](Cl)(=[O:6])[C:2]([CH3:5])([CH3:4])[CH3:3].[C:8]([O:11][CH2:12][C:13]#[CH:14])(=[O:10])[CH3:9].[I-].CO. (3) Given the product [CH3:1][C:2]([C@:4]1([O:25][C:26]([CH3:28])=[O:27])[C@@:8]2([CH3:24])[CH2:9][CH2:10][C@@H:11]3[C@:21]4([CH3:22])[C:15](=[CH:16][C:17]([CH:19]=[CH:20]4)=[O:18])[C:14]([Cl:23])=[CH:13][C@H:12]3[C@@H:7]2[CH2:6][CH2:5]1)=[O:3], predict the reactants needed to synthesize it. The reactants are: [CH3:1][C:2]([C@:4]1([O:25][C:26]([CH3:28])=[O:27])[C@@:8]2([CH3:24])[CH2:9][CH2:10][C@@H:11]3[C@:21]4([CH3:22])[C:15](=[CH:16][C:17]([CH2:19][CH2:20]4)=[O:18])[C:14]([Cl:23])=[CH:13][C@H:12]3[C@@H:7]2[CH2:6][CH2:5]1)=[O:3].ClC1C(=O)C(C#N)=C(C#N)C(=O)C=1Cl.